From a dataset of CYP1A2 inhibition data for predicting drug metabolism from PubChem BioAssay. Regression/Classification. Given a drug SMILES string, predict its absorption, distribution, metabolism, or excretion properties. Task type varies by dataset: regression for continuous measurements (e.g., permeability, clearance, half-life) or binary classification for categorical outcomes (e.g., BBB penetration, CYP inhibition). Dataset: cyp1a2_veith. The drug is O=C(c1cnccn1)N1CCC2(CC1)CN(c1ccncc1)C2. The result is 0 (non-inhibitor).